This data is from Reaction yield outcomes from USPTO patents with 853,638 reactions. The task is: Predict the reaction yield, written as a fraction of the theoretical maximum amount of product (1.0 means a 100% yield; for example, 0.34 means a 34% yield). (1) The product is [Cl:31][C:32]1[CH:33]=[C:34]([C:2]2[C:3]([Cl:30])=[CH:4][C:5]([O:28][CH3:29])=[C:6]([N:8]3[C:17]4[C:12](=[CH:13][C:14]([S:18]([NH:21][C:22]5[CH:26]=[CH:25][O:24][N:23]=5)(=[O:20])=[O:19])=[CH:15][CH:16]=4)[CH:11]=[CH:10][C:9]3=[O:27])[CH:7]=2)[CH:35]=[C:36]([F:38])[CH:37]=1. The catalyst is O1CCOCC1.O.C1C=CC([P]([Pd]([P](C2C=CC=CC=2)(C2C=CC=CC=2)C2C=CC=CC=2)([P](C2C=CC=CC=2)(C2C=CC=CC=2)C2C=CC=CC=2)[P](C2C=CC=CC=2)(C2C=CC=CC=2)C2C=CC=CC=2)(C2C=CC=CC=2)C2C=CC=CC=2)=CC=1. The yield is 0.648. The reactants are Br[C:2]1[C:3]([Cl:30])=[CH:4][C:5]([O:28][CH3:29])=[C:6]([N:8]2[C:17]3[C:12](=[CH:13][C:14]([S:18]([NH:21][C:22]4[CH:26]=[CH:25][O:24][N:23]=4)(=[O:20])=[O:19])=[CH:15][CH:16]=3)[CH:11]=[CH:10][C:9]2=[O:27])[CH:7]=1.[Cl:31][C:32]1[CH:33]=[C:34](B(O)O)[CH:35]=[C:36]([F:38])[CH:37]=1.C(=O)([O-])[O-].[K+].[K+].[Cl-].[NH4+]. (2) The reactants are [OH:1][CH2:2][CH2:3][CH2:4][O:5][C:6]1[CH:13]=[CH:12][C:9]([CH:10]=[O:11])=[C:8]([O:14][CH2:15][O:16][CH3:17])[CH:7]=1.[H-].[Na+].Br[CH2:21][CH:22]1[CH2:24][CH2:23]1.O. The catalyst is CN(C)C=O.C(OCC)(=O)C. The product is [CH:22]1([CH2:21][O:1][CH2:2][CH2:3][CH2:4][O:5][C:6]2[CH:13]=[CH:12][C:9]([CH:10]=[O:11])=[C:8]([O:14][CH2:15][O:16][CH3:17])[CH:7]=2)[CH2:24][CH2:23]1. The yield is 0.470. (3) The reactants are Br[C:2]1[CH:3]=[C:4]([NH:10][C:11]2[CH:16]=[CH:15][C:14]([N:17]3[CH2:20][CH:19]([OH:21])[CH2:18]3)=[CH:13][N:12]=2)[C:5](=[O:9])[N:6]([CH3:8])[CH:7]=1.[C:22]([O:25][CH2:26][C:27]1[C:32](B2OC(C)(C)C(C)(C)O2)=[CH:31][CH:30]=[CH:29][C:28]=1[N:42]1[CH2:54][CH2:53][N:45]2[C:46]3[CH2:47][CH2:48][CH2:49][CH2:50][C:51]=3[CH:52]=[C:44]2[C:43]1=[O:55])(=[O:24])[CH3:23].COCCOC.C(=O)([O-])[O-].[Na+].[Na+]. The catalyst is C1C=CC([P]([Pd]([P](C2C=CC=CC=2)(C2C=CC=CC=2)C2C=CC=CC=2)([P](C2C=CC=CC=2)(C2C=CC=CC=2)C2C=CC=CC=2)[P](C2C=CC=CC=2)(C2C=CC=CC=2)C2C=CC=CC=2)(C2C=CC=CC=2)C2C=CC=CC=2)=CC=1.CO.C(OCC)C.O.C(OCC)(=O)C. The product is [C:22]([O:25][CH2:26][C:27]1[C:28]([N:42]2[CH2:54][CH2:53][N:45]3[C:46]4[CH2:47][CH2:48][CH2:49][CH2:50][C:51]=4[CH:52]=[C:44]3[C:43]2=[O:55])=[CH:29][CH:30]=[CH:31][C:32]=1[C:2]1[CH:3]=[C:4]([NH:10][C:11]2[CH:16]=[CH:15][C:14]([N:17]3[CH2:20][CH:19]([OH:21])[CH2:18]3)=[CH:13][N:12]=2)[C:5](=[O:9])[N:6]([CH3:8])[CH:7]=1)(=[O:24])[CH3:23]. The yield is 0.300. (4) The reactants are Br[CH:2]1[C:9]2[CH:10]=[CH:11][CH:12]=[CH:13][C:8]=2[CH2:7][CH:6]([OH:14])[C:5]2[CH:15]=[CH:16][CH:17]=[CH:18][C:4]=2[CH:3]1Br.C([N-]C(C)C)(C)C.[Li+]. The catalyst is O1CCCC1. The product is [CH:18]1[C:4]2[C:3]#[C:2][C:9]3[CH:10]=[CH:11][CH:12]=[CH:13][C:8]=3[CH2:7][CH:6]([OH:14])[C:5]=2[CH:15]=[CH:16][CH:17]=1. The yield is 0.570. (5) The reactants are [Cl:1][C:2]1[CH:3]=[C:4]([C:12]2[N:16]=[C:15]([C:17]3[CH:22]=[CH:21][C:20]([CH2:23]Cl)=[CH:19][CH:18]=3)[O:14][N:13]=2)[CH:5]=[CH:6][C:7]=1[O:8][CH:9]([CH3:11])[CH3:10].[C:25]1([P:31]([C:38]2[CH:43]=[CH:42][CH:41]=[CH:40][CH:39]=2)[C:32]2[CH:37]=[CH:36][CH:35]=[CH:34][CH:33]=2)[CH:30]=[CH:29][CH:28]=[CH:27][CH:26]=1. The catalyst is C1(C)C(C)=CC=CC=1. The product is [Cl-:1].[Cl:1][C:2]1[CH:3]=[C:4]([C:12]2[N:16]=[C:15]([C:17]3[CH:22]=[CH:21][C:20]([CH2:23][P+:31]([C:32]4[CH:33]=[CH:34][CH:35]=[CH:36][CH:37]=4)([C:38]4[CH:43]=[CH:42][CH:41]=[CH:40][CH:39]=4)[C:25]4[CH:26]=[CH:27][CH:28]=[CH:29][CH:30]=4)=[CH:19][CH:18]=3)[O:14][N:13]=2)[CH:5]=[CH:6][C:7]=1[O:8][CH:9]([CH3:11])[CH3:10]. The yield is 0.637.